Predict the product of the given reaction. From a dataset of Forward reaction prediction with 1.9M reactions from USPTO patents (1976-2016). (1) Given the reactants [C:1]1([CH:7]([C:15]2[S:19][C:18]([C:20](NN)=[O:21])=[CH:17][CH:16]=2)[CH2:8][C:9]2[CH:14]=[CH:13][CH:12]=[CH:11][CH:10]=2)[CH:6]=[CH:5][CH:4]=[CH:3][CH:2]=1.N(C(OCC1C=CC=CC=1)=O)[C@H](C(O)=[O:31])CC(C)C.C1C=CC2N(O)N=NC=2C=1, predict the reaction product. The product is: [C:1]1([CH:7]([C:15]2[S:19][C:18]([C:20]([OH:21])=[O:31])=[CH:17][CH:16]=2)[CH2:8][C:9]2[CH:14]=[CH:13][CH:12]=[CH:11][CH:10]=2)[CH:6]=[CH:5][CH:4]=[CH:3][CH:2]=1. (2) Given the reactants [C:1]([S:4][C:5]1[N:6]=[CH:7][N:8]2[CH:12]=[CH:11][S:10][C:9]=12)(=O)C.C[O-].[Na+].CO.BrC[F:20].ClCCl, predict the reaction product. The product is: [F:20][CH2:1][S:4][C:5]1[N:6]=[CH:7][N:8]2[CH:12]=[CH:11][S:10][C:9]=12. (3) Given the reactants [N:1]1([C:7]2[CH:12]=[CH:11][C:10]([NH:13][C:14]([C:16]3[C:17]([C:22]4[CH:27]=[CH:26][C:25]([C:28]([F:31])([F:30])[F:29])=[CH:24][CH:23]=4)=[CH:18][CH:19]=[CH:20][CH:21]=3)=[O:15])=[CH:9][CH:8]=2)[CH2:6][CH2:5][NH:4][CH2:3][CH2:2]1.CCN(CC)CC.[C:39]([C:41]1[CH:42]=[C:43]([CH:47]=[CH:48][CH:49]=1)[C:44](Cl)=[O:45])#[N:40], predict the reaction product. The product is: [C:39]([C:41]1[CH:42]=[C:43]([CH:47]=[CH:48][CH:49]=1)[C:44]([N:4]1[CH2:5][CH2:6][N:1]([C:7]2[CH:8]=[CH:9][C:10]([NH:13][C:14]([C:16]3[C:17]([C:22]4[CH:27]=[CH:26][C:25]([C:28]([F:29])([F:31])[F:30])=[CH:24][CH:23]=4)=[CH:18][CH:19]=[CH:20][CH:21]=3)=[O:15])=[CH:11][CH:12]=2)[CH2:2][CH2:3]1)=[O:45])#[N:40]. (4) The product is: [CH:1]1([N:4]2[C:9](=[O:10])[C:8]3[C:27]([OH:29])=[C:23]([CH3:22])[C:24](=[O:26])[N:11]([CH3:12])[C:7]=3[N:6]([C:13]3[CH:18]=[CH:17][C:16]([I:19])=[CH:15][C:14]=3[F:20])[C:5]2=[O:21])[CH2:2][CH2:3]1. Given the reactants [CH:1]1([N:4]2[C:9](=[O:10])[CH:8]=[C:7]([NH:11][CH3:12])[N:6]([C:13]3[CH:18]=[CH:17][C:16]([I:19])=[CH:15][C:14]=3[F:20])[C:5]2=[O:21])[CH2:3][CH2:2]1.[CH3:22][CH:23]([C:27]([OH:29])=O)[C:24]([OH:26])=O.C(OC(=O)C)(=O)C.CC(C)=O, predict the reaction product.